From a dataset of Full USPTO retrosynthesis dataset with 1.9M reactions from patents (1976-2016). Predict the reactants needed to synthesize the given product. (1) The reactants are: [NH2:1][C:2]1[CH:10]=[CH:9][CH:8]=[C:7](Cl)[C:3]=1[C:4]([OH:6])=[O:5].Cl[C:13](OCC)=[O:14].C([Cl:21])(=O)C. Given the product [Cl:21][C:8]1[CH:7]=[C:3]2[C:4]([O:6][C:13](=[O:14])[NH:1][C:2]2=[CH:10][CH:9]=1)=[O:5], predict the reactants needed to synthesize it. (2) Given the product [C:32]([C:20]1[C:19]2[C:23](=[CH:24][C:16]([C:14]([NH:13][C:11]3[CH:12]=[C:7]([C:5](=[O:6])[NH:4][CH:1]4[CH2:2][CH2:3]4)[CH:8]=[CH:9][C:10]=3[CH3:26])=[O:15])=[CH:17][CH:18]=2)[N:22]([CH3:25])[CH:21]=1)#[N:31], predict the reactants needed to synthesize it. The reactants are: [CH:1]1([NH:4][C:5]([C:7]2[CH:8]=[CH:9][C:10]([CH3:26])=[C:11]([NH:13][C:14]([C:16]3[CH:24]=[C:23]4[C:19]([CH:20]=[CH:21][N:22]4[CH3:25])=[CH:18][CH:17]=3)=[O:15])[CH:12]=2)=[O:6])[CH2:3][CH2:2]1.ClS([N:31]=[C:32]=O)(=O)=O.CN(C=O)C. (3) Given the product [C:14]1([OH:10])([OH:15])[CH2:13][CH2:12][CH2:16][CH2:4][CH2:3][CH2:2][CH2:1]1, predict the reactants needed to synthesize it. The reactants are: [CH:1]12B[CH:1]([CH2:2][CH2:3][CH2:4]1)[CH2:4][CH2:3][CH2:2]2.[OH:10]O.[CH2:12]1[CH2:16][O:15][CH2:14][CH2:13]1. (4) Given the product [CH2:1]([N:8]1[CH2:17][CH2:16][C:15]2[C:14]([N:33]3[CH2:34][CH2:35][N:30]([CH:26]4[CH2:29][CH2:28][CH2:27]4)[CH2:31][CH2:32]3)=[N:13][CH:12]=[N:11][C:10]=2[CH2:9]1)[C:2]1[CH:7]=[CH:6][CH:5]=[CH:4][CH:3]=1, predict the reactants needed to synthesize it. The reactants are: [CH2:1]([N:8]1[CH2:17][CH2:16][C:15]2[C:14](Cl)=[N:13][CH:12]=[N:11][C:10]=2[CH2:9]1)[C:2]1[CH:7]=[CH:6][CH:5]=[CH:4][CH:3]=1.FC(F)(F)C(O)=O.[CH:26]1([N:30]2[CH2:35][CH2:34][NH:33][CH2:32][CH2:31]2)[CH2:29][CH2:28][CH2:27]1.C([O-])([O-])=O.[K+].[K+].O. (5) Given the product [F:1][C:2]1[C:3]([O:11][CH3:12])=[C:4]([CH2:5][OH:6])[CH:7]=[C:8]([F:10])[CH:9]=1, predict the reactants needed to synthesize it. The reactants are: [F:1][C:2]1[C:3]([O:11][CH3:12])=[C:4]([CH:7]=[C:8]([F:10])[CH:9]=1)[CH:5]=[O:6].CO. (6) Given the product [CH3:24][C:25]1[N:7]([CH:4]2[CH2:3][CH2:2][O:1][CH2:6][CH2:5]2)[C:8]2[CH:14]=[CH:13][C:12]([C:15]3[O:16][C:17]4[CH:23]=[CH:22][CH:21]=[C:20]([CH3:33])[C:18]=4[N:19]=3)=[CH:11][C:9]=2[N:10]=1, predict the reactants needed to synthesize it. The reactants are: [O:1]1[CH2:6][CH2:5][CH:4]([NH:7][C:8]2[CH:14]=[CH:13][C:12]([C:15]3[O:16][C:17]4[CH:23]=[CH:22][CH:21]=[CH:20][C:18]=4[N:19]=3)=[CH:11][C:9]=2[NH2:10])[CH2:3][CH2:2]1.[CH:24](=O)[CH3:25].OOS([O-])=O.[K+].[C:33](=O)([O-])[O-].[K+].[K+]. (7) Given the product [CH3:30][O:29][N:28]([CH3:27])[C:4]([CH:6]1[CH2:11][CH2:10][CH2:9][N:8]([CH2:12][C:13]2[CH:14]=[CH:15][C:16]([O:19][CH3:20])=[CH:17][CH:18]=2)[CH2:7]1)=[O:5], predict the reactants needed to synthesize it. The reactants are: C(O[C:4]([CH:6]1[CH2:11][CH2:10][CH2:9][N:8]([CH2:12][C:13]2[CH:18]=[CH:17][C:16]([O:19][CH3:20])=[CH:15][CH:14]=2)[CH2:7]1)=[O:5])C.C1COCC1.Cl.[CH3:27][NH:28][O:29][CH3:30].C([Mg]Cl)(C)C.